This data is from Full USPTO retrosynthesis dataset with 1.9M reactions from patents (1976-2016). The task is: Predict the reactants needed to synthesize the given product. (1) Given the product [CH3:18][N:2]([CH3:1])[C:3]1[CH:4]=[C:5]2[C:10](=[CH:11][CH:12]=1)[CH:9]=[C:8]([C:13]#[C:14][CH:15]([OH:17])[CH3:16])[CH:7]=[CH:6]2, predict the reactants needed to synthesize it. The reactants are: [CH3:1][N:2]([CH3:18])[C:3]1[CH:4]=[C:5]2[C:10](=[CH:11][CH:12]=1)[CH:9]=[C:8]([C:13]#[C:14][C:15](=[O:17])[CH3:16])[CH:7]=[CH:6]2. (2) Given the product [N:19]1[CH:20]=[CH:21][CH:22]=[N:23][C:18]=1[N:12]1[CH2:17][CH2:16][N:15]([CH2:2][C:3]2[S:4][C:5]3[C:10]([N:11]=2)=[CH:9][CH:8]=[CH:7][N:6]=3)[CH2:14][CH2:13]1, predict the reactants needed to synthesize it. The reactants are: Cl[CH2:2][C:3]1[S:4][C:5]2[C:10]([N:11]=1)=[CH:9][CH:8]=[CH:7][N:6]=2.[N:12]1([C:18]2[N:23]=[CH:22][CH:21]=[CH:20][N:19]=2)[CH2:17][CH2:16][NH:15][CH2:14][CH2:13]1.CCN(C(C)C)C(C)C. (3) The reactants are: C[O:2][C:3](=[O:51])[CH2:4][C@H:5]([OH:50])[CH2:6][C@H:7]([OH:49])[CH:8]=[CH:9][C:10]1[N:11]([CH:46]([CH3:48])[CH3:47])[C:12]([C:29](=[O:45])[NH:30][C:31]2[CH:36]=[CH:35][C:34]([O:37][CH2:38][C:39]3[CH:44]=[CH:43][CH:42]=[CH:41][CH:40]=3)=[CH:33][CH:32]=2)=[C:13]([C:22]2[CH:27]=[CH:26][C:25]([F:28])=[CH:24][CH:23]=2)[C:14]=1[C:15]1[CH:20]=[CH:19][C:18]([F:21])=[CH:17][CH:16]=1.C(O)C.O.[OH-].[Na+:57]. Given the product [Na+:57].[CH2:38]([O:37][C:34]1[CH:33]=[CH:32][C:31]([NH:30][C:29]([C:12]2[N:11]([CH:46]([CH3:48])[CH3:47])[C:10]([CH2:9][CH2:8][C@H:7]([OH:49])[CH2:6][C@@H:5]([OH:50])[CH2:4][C:3]([O-:51])=[O:2])=[C:14]([C:15]3[CH:16]=[CH:17][C:18]([F:21])=[CH:19][CH:20]=3)[C:13]=2[C:22]2[CH:23]=[CH:24][C:25]([F:28])=[CH:26][CH:27]=2)=[O:45])=[CH:36][CH:35]=1)[C:39]1[CH:40]=[CH:41][CH:42]=[CH:43][CH:44]=1, predict the reactants needed to synthesize it. (4) Given the product [CH3:25][C:24]1[CH:26]=[CH:27][C:21]([S:18]([O:9][CH2:8][CH:5]2[CH2:6][O:7][C:2]([CH3:10])([CH3:1])[O:3][CH2:4]2)(=[O:20])=[O:19])=[CH:22][CH:23]=1, predict the reactants needed to synthesize it. The reactants are: [CH3:1][C:2]1([CH3:10])[O:7][CH2:6][CH:5]([CH2:8][OH:9])[CH2:4][O:3]1.CCN(CC)CC.[S:18](Cl)([C:21]1[CH:27]=[CH:26][C:24]([CH3:25])=[CH:23][CH:22]=1)(=[O:20])=[O:19]. (5) Given the product [Cl:1][C:2]1[CH:7]=[C:6]([Cl:8])[CH:5]=[CH:4][C:3]=1[S:9]([N:12]([CH2:14][C:15]1[O:19][CH:18]=[C:17]([C:20]([N:47]([CH2:46][C:43]2[CH:44]=[CH:45][C:40]([C:36]3[NH:37][CH2:38][CH2:39][N:35]=3)=[CH:41][CH:42]=2)[CH3:48])=[O:21])[CH:16]=1)[CH3:13])(=[O:10])=[O:11], predict the reactants needed to synthesize it. The reactants are: [Cl:1][C:2]1[CH:7]=[C:6]([Cl:8])[CH:5]=[CH:4][C:3]=1[S:9]([N:12]([CH2:14][C:15]1[O:19][CH:18]=[C:17]([C:20](O)=[O:21])[CH:16]=1)[CH3:13])(=[O:11])=[O:10].C1N=CN(C(N2C=NC=C2)=O)C=1.[NH:35]1[CH2:39][CH2:38][N:37]=[C:36]1[C:40]1[CH:45]=[CH:44][C:43]([CH2:46][NH:47][CH3:48])=[CH:42][CH:41]=1.Cl. (6) Given the product [Cl:20][C:21]1[CH:51]=[CH:50][C:24]([C:25]([OH:26])([C:11]2[N:7]([CH3:6])[CH:8]=[N:9][CH:10]=2)[C:27]2[CH:28]=[C:29]3[C:34](=[CH:35][CH:36]=2)[N:33]([CH3:37])[C:32](=[O:38])[CH:31]=[C:30]3[C:39]2[S:40][CH:41]=[C:42]([CH3:44])[N:43]=2)=[CH:23][CH:22]=1, predict the reactants needed to synthesize it. The reactants are: [Li]CCCC.[CH3:6][N:7]1[CH:11]=[CH:10][N:9]=[CH:8]1.Cl[Si](CC)(CC)CC.[Cl:20][C:21]1[CH:51]=[CH:50][C:24]([C:25]([C:27]2[CH:28]=[C:29]3[C:34](=[CH:35][CH:36]=2)[N:33]([CH3:37])[C:32](=[O:38])[CH:31]=[C:30]3[C:39]2[S:40][CH:41]=[C:42]([C:44]3C=CC=CC=3)[N:43]=2)=[O:26])=[CH:23][CH:22]=1.